From a dataset of Forward reaction prediction with 1.9M reactions from USPTO patents (1976-2016). Predict the product of the given reaction. (1) The product is: [I:25][CH2:2][C@@H:3]([C:5]1[CH:10]=[CH:9][C:8]([O:11][CH2:12][C:13]2[CH:18]=[CH:17][CH:16]=[CH:15][CH:14]=2)=[C:7]([NH:19][S:20]([CH3:23])(=[O:22])=[O:21])[CH:6]=1)[OH:4]. Given the reactants Br[CH2:2][C@@H:3]([C:5]1[CH:10]=[CH:9][C:8]([O:11][CH2:12][C:13]2[CH:18]=[CH:17][CH:16]=[CH:15][CH:14]=2)=[C:7]([NH:19][S:20]([CH3:23])(=[O:22])=[O:21])[CH:6]=1)[OH:4].[Na+].[I-:25], predict the reaction product. (2) Given the reactants CON(C)[C:4]([CH:6]1[CH:14]2[CH:7]1[CH2:8][C:9]1([CH2:13]2)[CH2:12][O:11][CH2:10]1)=[O:5].[CH3:16][Mg]Br, predict the reaction product. The product is: [O:11]1[CH2:10][C:9]2([CH2:8][CH:7]3[CH:14]([CH:6]3[C:4](=[O:5])[CH3:16])[CH2:13]2)[CH2:12]1.